This data is from Full USPTO retrosynthesis dataset with 1.9M reactions from patents (1976-2016). The task is: Predict the reactants needed to synthesize the given product. (1) Given the product [NH2:1][C@@H:2]([CH:39]([CH3:40])[CH3:41])[C:3]([NH:5][C@@H:6]([CH2:32][CH2:33][CH2:34][NH:35][C:36]([NH2:38])=[O:37])[C:7]([NH:9][C:10]1[CH:11]=[CH:12][C:13]([CH2:14][C@H:15]([NH:19][C:20]([O:22][C:23]([CH3:26])([CH3:24])[CH3:25])=[O:21])[CH2:16][C:17]([CH3:29])([CH3:28])[C:18]([OH:27])=[O:42])=[CH:30][CH:31]=1)=[O:8])=[O:4], predict the reactants needed to synthesize it. The reactants are: [NH2:1][C@@H:2]([CH:39]([CH3:41])[CH3:40])[C:3]([NH:5][C@@H:6]([CH2:32][CH2:33][CH2:34][NH:35][C:36]([NH2:38])=[O:37])[C:7]([NH:9][C:10]1[CH:31]=[CH:30][C:13]([CH2:14][C@@H:15]2[N:19]([C:20]([O:22][C:23]([CH3:26])([CH3:25])[CH3:24])=[O:21])[C:18](=[O:27])[C:17]([CH3:29])([CH3:28])[CH2:16]2)=[CH:12][CH:11]=1)=[O:8])=[O:4].[OH-:42].[Li+].O.Cl. (2) Given the product [CH3:1][N:2]1[C:10]2[CH:9]3[CH2:11][CH2:12][CH:6]([CH2:7][CH2:8]3)[C:5]=2[C:4]([CH:13]=[O:14])=[N:3]1, predict the reactants needed to synthesize it. The reactants are: [CH3:1][N:2]1[C:10]2[CH:9]3[CH2:11][CH2:12][CH:6]([CH2:7][CH2:8]3)[C:5]=2[C:4]([CH2:13][OH:14])=[N:3]1.CCOC(C)=O. (3) The reactants are: [F:1][C:2]([F:33])([F:32])[C:3]1[CH:4]=[C:5]([CH:29]=[CH:30][CH:31]=1)[CH2:6][NH:7][C:8](=[O:28])[C:9]1[CH:14]=[CH:13][N:12]=[C:11]([C:15]2[CH:20]=[C:19]([O:21][CH:22]([CH3:24])[CH3:23])[CH:18]=[CH:17][C:16]=2[N+:25]([O-])=O)[CH:10]=1. Given the product [F:32][C:2]([F:1])([F:33])[C:3]1[CH:4]=[C:5]([CH:29]=[CH:30][CH:31]=1)[CH2:6][NH:7][C:8](=[O:28])[C:9]1[CH:14]=[CH:13][N:12]=[C:11]([C:15]2[CH:20]=[C:19]([O:21][CH:22]([CH3:24])[CH3:23])[CH:18]=[CH:17][C:16]=2[NH2:25])[CH:10]=1, predict the reactants needed to synthesize it.